Dataset: Reaction yield outcomes from USPTO patents with 853,638 reactions. Task: Predict the reaction yield, written as a fraction of the theoretical maximum amount of product (1.0 means a 100% yield; for example, 0.34 means a 34% yield). (1) The reactants are C([Li])CCC.[CH2:6]([CH2:8][S:9]([O-:12])(=[O:11])=[O:10])[CH3:7].P(Cl)(O[CH2:19][CH3:20])(OCC)=O.[Br:22][C:23]1[CH:30]=[CH:29]C(C=O)=[CH:25][CH:24]=1. The catalyst is C1COCC1.O. The product is [Br:22][C:23]1[CH:30]=[CH:29][C:7](/[CH:6]=[CH:8]/[S:9]([O:12][CH2:19][CH3:20])(=[O:11])=[O:10])=[CH:25][CH:24]=1. The yield is 0.640. (2) The reactants are C[O:2][C:3]1[CH:4]=[C:5]2[C:9](=[C:10]([CH3:12])[CH:11]=1)[NH:8][CH:7]=[C:6]2[CH:13]1[CH2:18][CH2:17][N:16]([CH3:19])[CH2:15][CH2:14]1.Cl.N1C=CC=CC=1. The catalyst is O. The product is [CH3:12][C:10]1[CH:11]=[C:3]([OH:2])[CH:4]=[C:5]2[C:9]=1[NH:8][CH:7]=[C:6]2[CH:13]1[CH2:18][CH2:17][N:16]([CH3:19])[CH2:15][CH2:14]1. The yield is 0.820.